From a dataset of NCI-60 drug combinations with 297,098 pairs across 59 cell lines. Regression. Given two drug SMILES strings and cell line genomic features, predict the synergy score measuring deviation from expected non-interaction effect. Drug 1: CC(C)NC(=O)C1=CC=C(C=C1)CNNC.Cl. Drug 2: CC(C)CN1C=NC2=C1C3=CC=CC=C3N=C2N. Cell line: HT29. Synergy scores: CSS=9.09, Synergy_ZIP=1.25, Synergy_Bliss=-5.37, Synergy_Loewe=1.98, Synergy_HSA=-1.11.